Dataset: NCI-60 drug combinations with 297,098 pairs across 59 cell lines. Task: Regression. Given two drug SMILES strings and cell line genomic features, predict the synergy score measuring deviation from expected non-interaction effect. Drug 1: C1CCC(C1)C(CC#N)N2C=C(C=N2)C3=C4C=CNC4=NC=N3. Drug 2: C1CCC(C(C1)N)N.C(=O)(C(=O)[O-])[O-].[Pt+4]. Cell line: T-47D. Synergy scores: CSS=6.66, Synergy_ZIP=7.68, Synergy_Bliss=9.55, Synergy_Loewe=0.976, Synergy_HSA=4.51.